This data is from Choline transporter screen with 302,306 compounds. The task is: Binary Classification. Given a drug SMILES string, predict its activity (active/inactive) in a high-throughput screening assay against a specified biological target. (1) The compound is Clc1cc2nc(c(=O)n(c2cc1)Cc1ccccc1)CCC(OC)=O. The result is 0 (inactive). (2) The compound is S(Cc1c([N+]([O-])=O)cccc1)c1oc2c(n1)cccc2. The result is 0 (inactive). (3) The result is 0 (inactive). The compound is S(=O)(=O)(Nc1noc(c1)C)c1ccc(NC(=O)c2cc(OC)c(OC)c(OC)c2)cc1. (4) The drug is Brc1c(OCC(O)CNC(CO)(CO)CO)cc2c(n(c(c2C(OCC)=O)CSc2ccccc2)C)c1. The result is 0 (inactive).